Dataset: Reaction yield outcomes from USPTO patents with 853,638 reactions. Task: Predict the reaction yield, written as a fraction of the theoretical maximum amount of product (1.0 means a 100% yield; for example, 0.34 means a 34% yield). (1) The reactants are [F:1][C:2]1[CH:11]=[C:10]2[C:5]([N:6]=[CH:7][C:8](O)=[N:9]2)=[CH:4][CH:3]=1.P(Cl)(Cl)([Cl:15])=O. The catalyst is C(OCC)(=O)C. The product is [Cl:15][C:8]1[CH:7]=[N:6][C:5]2[C:10](=[CH:11][C:2]([F:1])=[CH:3][CH:4]=2)[N:9]=1. The yield is 0.840. (2) The reactants are [Br:1][C:2]1[CH:3]=[C:4]2[C:9](=[CH:10][CH:11]=1)[NH:8][CH:7]([C:12](OC)=[O:13])[CH2:6][CH2:5]2.[Li+].[BH4-]. The catalyst is C1COCC1.O. The product is [Br:1][C:2]1[CH:3]=[C:4]2[C:9](=[CH:10][CH:11]=1)[NH:8][CH:7]([CH2:12][OH:13])[CH2:6][CH2:5]2. The yield is 0.851. (3) The reactants are [CH:1]([C:3]1[S:7][C:6]([NH:8][CH2:9][C:10]([OH:12])=O)=[N:5][CH:4]=1)=[O:2].[NH2:13][CH2:14][C@H:15]([NH:20][C:21]([O:23][C:24]([CH3:27])([CH3:26])[CH3:25])=[O:22])[C:16]([O:18][CH3:19])=[O:17].ON1C2N=CC=CC=2N=N1.CN1CCOCC1.C(Cl)CCl. No catalyst specified. The product is [C:24]([O:23][C:21]([NH:20][C@@H:15]([CH2:14][NH:13][C:10](=[O:12])[CH2:9][NH:8][C:6]1[S:7][C:3]([CH:1]=[O:2])=[CH:4][N:5]=1)[C:16]([O:18][CH3:19])=[O:17])=[O:22])([CH3:27])([CH3:26])[CH3:25]. The yield is 0.415. (4) The reactants are OO.[CH2:3]([C:5]1[N:6]=[N+:7]([O-:20])[C:8]2[C:17]3[CH2:16][N:15]([CH3:18])[CH2:14][CH2:13][C:12]=3[CH:11]=[CH:10][C:9]=2[N:19]=1)[CH3:4].C(O)(C(F)(F)F)=[O:22]. The catalyst is C(Cl)Cl.N. The product is [CH2:3]([C:5]1[N:6]=[N+:7]([O-:20])[C:8]2[C:17]3[CH2:16][N:15]([CH3:18])[CH2:14][CH2:13][C:12]=3[CH:11]=[CH:10][C:9]=2[N+:19]=1[O-:22])[CH3:4]. The yield is 0.190.